Predict which catalyst facilitates the given reaction. From a dataset of Catalyst prediction with 721,799 reactions and 888 catalyst types from USPTO. Reactant: [Cl:1][C:2]1[CH:7]=[C:6]([Cl:8])[CH:5]=[CH:4][C:3]=1[N:9]1[C:14]2=[N:15][C:16]3[CH:21]=[CH:20][CH:19]=[C:18]([CH:22]([OH:25])[CH2:23][CH3:24])[C:17]=3[N:13]2[CH2:12][CH2:11][CH2:10]1.[H-].[Na+].[CH3:28][O:29][CH2:30][CH2:31]Br. Product: [Cl:1][C:2]1[CH:7]=[C:6]([Cl:8])[CH:5]=[CH:4][C:3]=1[N:9]1[C:14]2=[N:15][C:16]3[CH:21]=[CH:20][CH:19]=[C:18]([CH:22]([O:25][CH2:31][CH2:30][O:29][CH3:28])[CH2:23][CH3:24])[C:17]=3[N:13]2[CH2:12][CH2:11][CH2:10]1. The catalyst class is: 35.